From a dataset of Full USPTO retrosynthesis dataset with 1.9M reactions from patents (1976-2016). Predict the reactants needed to synthesize the given product. Given the product [NH2:33][C:32]1[N:13]([C:12]2[C:14]([F:22])=[CH:15][C:16]([C:18]([F:21])([F:20])[F:19])=[CH:17][C:11]=2[Cl:10])[N:28]=[C:35]([C:38]#[N:39])[CH:34]=1, predict the reactants needed to synthesize it. The reactants are: OS(O)(=O)=O.N([O-])=O.[Na+].[Cl:10][C:11]1[CH:17]=[C:16]([C:18]([F:21])([F:20])[F:19])[CH:15]=[C:14]([F:22])[C:12]=1[NH2:13].OS(O)(=O)=O.[N:28]([O-])=O.[Na+].[C:32]([CH2:34][C:35]([C:38]#[N:39])=CO)#[N:33].C([O-])(=O)C.[Na+].